From a dataset of Full USPTO retrosynthesis dataset with 1.9M reactions from patents (1976-2016). Predict the reactants needed to synthesize the given product. (1) Given the product [F:29][C:28]([F:31])([F:30])[C:27](=[O:32])[CH2:26][S:19][CH2:1]/[CH:2]=[CH:3]/[CH2:4][CH2:5]/[CH:6]=[CH:7]\[CH2:8]/[CH:9]=[CH:10]\[CH2:11]/[CH:12]=[CH:13]\[CH2:14]/[CH:15]=[CH:16]\[CH2:17][CH3:18], predict the reactants needed to synthesize it. The reactants are: [CH2:1]([SH:19])/[CH:2]=[CH:3]/[CH2:4][CH2:5]/[CH:6]=[CH:7]\[CH2:8]/[CH:9]=[CH:10]\[CH2:11]/[CH:12]=[CH:13]\[CH2:14]/[CH:15]=[CH:16]\[CH2:17][CH3:18].C(=O)([O-])O.[Na+].Br[CH2:26][C:27](=[O:32])[C:28]([F:31])([F:30])[F:29]. (2) Given the product [CH3:1][O:2][C:3]1[CH:4]=[CH:5][C:6]2[S:10][C:9]([S:11]([Cl:20])(=[O:13])=[O:12])=[C:8]([CH3:15])[C:7]=2[CH:16]=1, predict the reactants needed to synthesize it. The reactants are: [CH3:1][O:2][C:3]1[CH:4]=[CH:5][C:6]2[S:10][C:9]([S:11]([O-])(=[O:13])=[O:12])=[C:8]([CH3:15])[C:7]=2[CH:16]=1.[K+].O=P(Cl)(Cl)[Cl:20]. (3) The reactants are: [C:1](#[N:8])[C:2]1[CH:7]=[CH:6][CH:5]=[CH:4][CH:3]=1.[NH2:9][OH:10]. Given the product [OH:10][N:9]=[C:1]([NH2:8])[C:2]1[CH:7]=[CH:6][CH:5]=[CH:4][CH:3]=1, predict the reactants needed to synthesize it. (4) Given the product [OH:4][CH2:3][CH2:2][N:9]1[CH2:10][CH2:11][N:6]([CH3:5])[CH2:7][CH2:8]1, predict the reactants needed to synthesize it. The reactants are: Br[CH2:2][CH2:3][OH:4].[CH3:5][N:6]1[CH2:11][CH2:10][NH:9][CH2:8][CH2:7]1.C(=O)([O-])[O-].[K+].[K+]. (5) The reactants are: [C:9](O[C:9]([O:11][C:12]([CH3:15])([CH3:14])[CH3:13])=[O:10])([O:11][C:12]([CH3:15])([CH3:14])[CH3:13])=[O:10].[NH2:16][CH2:17][CH2:18][NH:19][CH2:20][CH2:21][NH2:22]. Given the product [C:9]([NH:16][CH2:17][CH2:18][NH:19][CH2:20][CH2:21][NH2:22])([O:11][C:12]([CH3:13])([CH3:14])[CH3:15])=[O:10], predict the reactants needed to synthesize it.